From a dataset of Full USPTO retrosynthesis dataset with 1.9M reactions from patents (1976-2016). Predict the reactants needed to synthesize the given product. Given the product [CH3:1][O:2][C:3](=[O:26])[C:4]1[CH:9]=[CH:8][CH:7]=[CH:6][CH:5]=1, predict the reactants needed to synthesize it. The reactants are: [CH3:1][O:2][C:3](=[O:26])[C:4]1[CH:9]=[CH:8][C:7](CN(C(OC(C)(C)C)=O)[C@H]2CC[C@H](O)CC2)=[CH:6][CH:5]=1.C1(P(C2C=CC=CC=2)C2C=CC=CC=2)C=CC=CC=1.CCOC(/N=N/C(OCC)=O)=O.